Dataset: Reaction yield outcomes from USPTO patents with 853,638 reactions. Task: Predict the reaction yield, written as a fraction of the theoretical maximum amount of product (1.0 means a 100% yield; for example, 0.34 means a 34% yield). (1) The reactants are [Br:1][C:2]1[CH:3]=[N:4][CH:5]=[C:6]2[C:11]=1[N:10]=[C:9]([C:12]([OH:14])=O)[CH:8]=[CH:7]2.C(Cl)(=O)C(Cl)=O.Cl.[NH2:22][CH2:23][C:24]1([CH3:30])[NH:28][C:27](=[O:29])[CH2:26][CH2:25]1.C(N(CC)CC)C. The catalyst is CN(C)C=O.ClCCl. The product is [Br:1][C:2]1[CH:3]=[N:4][CH:5]=[C:6]2[C:11]=1[N:10]=[C:9]([C:12]([NH:22][CH2:23][C:24]1([CH3:30])[CH2:25][CH2:26][C:27](=[O:29])[NH:28]1)=[O:14])[CH:8]=[CH:7]2. The yield is 0.330. (2) The reactants are [C:1]([C:4]1[CH:27]=[CH:26][C:7]([O:8][CH2:9][C:10]2[CH:25]=[CH:24][C:13]([C:14]([C:16]3[CH:17]=[N:18][CH:19]=[C:20]([CH:23]=3)[C:21]#[N:22])=[O:15])=[CH:12][CH:11]=2)=[C:6]([CH2:28][CH2:29][CH3:30])[C:5]=1[OH:31])(=[O:3])[CH3:2].Cl. The catalyst is C(O)(=O)C.[Zn]. The product is [C:1]([C:4]1[CH:27]=[CH:26][C:7]([O:8][CH2:9][C:10]2[CH:11]=[CH:12][C:13]([CH:14]([OH:15])[C:16]3[CH:17]=[N:18][CH:19]=[C:20]([CH:23]=3)[C:21]#[N:22])=[CH:24][CH:25]=2)=[C:6]([CH2:28][CH2:29][CH3:30])[C:5]=1[OH:31])(=[O:3])[CH3:2]. The yield is 0.620. (3) The reactants are Cl[C:2]1[C:3]2[CH:4]=[C:5]3[CH:17]=[C:16]([O:18][CH3:19])[C:15]([O:20][CH3:21])=[CH:14][C:6]3=[N:7][C:8]=2[N:9]=[CH:10][C:11]=1[C:12]#[N:13].[Cl:22][C:23]1[CH:29]=[C:28]([Cl:30])[C:27]([O:31][CH3:32])=[CH:26][C:24]=1[NH2:25].Cl.N1C=CC=CC=1. The catalyst is C(OCCO)C. The product is [Cl:22][C:23]1[CH:29]=[C:28]([Cl:30])[C:27]([O:31][CH3:32])=[CH:26][C:24]=1[NH:25][C:2]1[C:3]2[CH:4]=[C:5]3[CH:17]=[C:16]([O:18][CH3:19])[C:15]([O:20][CH3:21])=[CH:14][C:6]3=[N:7][C:8]=2[N:9]=[CH:10][C:11]=1[C:12]#[N:13]. The yield is 0.380.